Dataset: Retrosynthesis with 50K atom-mapped reactions and 10 reaction types from USPTO. Task: Predict the reactants needed to synthesize the given product. Given the product COC1=C(OC)C(=O)C(Cc2ccc(C(=O)Nc3ccc(S(=O)(=O)C(F)(F)F)cc3)c(OC(C)=O)c2)=C(C)C1=O, predict the reactants needed to synthesize it. The reactants are: COC1=C(OC)C(=O)C(Cc2ccc(C(=O)O)c(OC(C)=O)c2)=C(C)C1=O.Nc1ccc(S(=O)(=O)C(F)(F)F)cc1.